Dataset: Reaction yield outcomes from USPTO patents with 853,638 reactions. Task: Predict the reaction yield, written as a fraction of the theoretical maximum amount of product (1.0 means a 100% yield; for example, 0.34 means a 34% yield). (1) The product is [NH2:1][C:2]1[N:3]=[CH:4][C:5]([C:14]2[S:15][C:11]([C:9]#[N:10])=[CH:12][CH:13]=2)=[N:6][CH:7]=1. The reactants are [NH2:1][C:2]1[CH:7]=[N:6][C:5](Br)=[CH:4][N:3]=1.[C:9]([C:11]1[S:15][C:14](B(O)O)=[CH:13][CH:12]=1)#[N:10].C(=O)([O-])[O-].[Na+].[Na+]. The catalyst is COCCOC.C(O)C.C(OCC)(=O)C.Cl[Pd](Cl)([P](C1C=CC=CC=1)(C1C=CC=CC=1)C1C=CC=CC=1)[P](C1C=CC=CC=1)(C1C=CC=CC=1)C1C=CC=CC=1. The yield is 0.141. (2) The reactants are [O:1]1[C:5]2([CH2:10][CH2:9][N:8]([C:11]3[CH:16]=[CH:15][C:14]([C:17](=O)[CH3:18])=[CH:13][CH:12]=3)[CH2:7][CH2:6]2)OCC1.[OH2:20].[OH2:21].O.[N+]([O-])([O-])=O.[N+]([O-])([O-])=O.[N+]([O-])([O-])=O.[Tl+3].C(Cl)Cl.Cl(O)(=O)(=O)=O. The catalyst is CO. The product is [O:1]=[C:5]1[CH2:6][CH2:7][N:8]([C:11]2[CH:12]=[CH:13][C:14]([CH2:17][C:18]([OH:21])=[O:20])=[CH:15][CH:16]=2)[CH2:9][CH2:10]1. The yield is 0.170. (3) The reactants are O=C1C2C(=CC=CC=2)C(=O)[N:3]1[CH2:12][CH2:13][N:14]1[CH:18]=[C:17]([C:19]([O:21][CH3:22])=[O:20])[N:16]=[CH:15]1.O.NN.O. The catalyst is C(O)C. The product is [NH2:3][CH2:12][CH2:13][N:14]1[CH:18]=[C:17]([C:19]([O:21][CH3:22])=[O:20])[N:16]=[CH:15]1. The yield is 0.750. (4) The reactants are C(O)(=O)C(O)=O.[C:7]([C:11]1[CH:15]=[C:14]([NH2:16])[N:13]([CH2:17][CH3:18])[N:12]=1)([CH3:10])([CH3:9])[CH3:8].C(=O)([O-])[O-].[K+].[K+].C(N(CC)C(C)C)(C)C.Cl[C:35]([O:37][C:38]1[CH:43]=[CH:42][CH:41]=[CH:40][CH:39]=1)=[O:36]. The catalyst is ClCCl. The product is [C:7]([C:11]1[CH:15]=[C:14]([NH:16][C:35](=[O:36])[O:37][C:38]2[CH:43]=[CH:42][CH:41]=[CH:40][CH:39]=2)[N:13]([CH2:17][CH3:18])[N:12]=1)([CH3:10])([CH3:8])[CH3:9]. The yield is 0.770. (5) The reactants are [OH:1][C:2]1[CH:7]=[CH:6][C:5]([C:8](=[O:10])[CH3:9])=[C:4]([CH3:11])[CH:3]=1.[F:12][C:13]([F:26])([F:25])[S:14](O[S:14]([C:13]([F:26])([F:25])[F:12])(=[O:16])=[O:15])(=[O:16])=[O:15].CCOC(C)=O.CCCCCC. The catalyst is N1C=CC=CC=1. The product is [C:8]([C:5]1[CH:6]=[CH:7][C:2]([O:1][S:14]([C:13]([F:26])([F:25])[F:12])(=[O:16])=[O:15])=[CH:3][C:4]=1[CH3:11])(=[O:10])[CH3:9]. The yield is 0.940. (6) The reactants are C([O:5][C:6]([CH2:8][C:9]1[CH:14]=[CH:13][C:12]([O:15][C:16]([C:18]2[CH:19]=[C:20]3[C:25](=[CH:26][CH:27]=2)[O:24][C:23]([CH3:29])([CH3:28])[CH2:22][C:21]3([CH3:31])[CH3:30])=[O:17])=[CH:11][CH:10]=1)=[O:7])(C)(C)C.FC(F)(F)C(O)=O. No catalyst specified. The product is [C:6]([CH2:8][C:9]1[CH:10]=[CH:11][C:12]([O:15][C:16]([C:18]2[CH:19]=[C:20]3[C:25](=[CH:26][CH:27]=2)[O:24][C:23]([CH3:29])([CH3:28])[CH2:22][C:21]3([CH3:31])[CH3:30])=[O:17])=[CH:13][CH:14]=1)([OH:7])=[O:5]. The yield is 0.500.